The task is: Predict the reaction yield, written as a fraction of the theoretical maximum amount of product (1.0 means a 100% yield; for example, 0.34 means a 34% yield).. This data is from Reaction yield outcomes from USPTO patents with 853,638 reactions. (1) The reactants are [CH3:1][O:2][C:3]1[CH:11]=[C:10]2[C:6]([C:7]([CH3:16])([C:12]([F:15])([F:14])[F:13])[O:8][CH2:9]2)=[CH:5][C:4]=1[CH:17]([NH:19][C@H:20]1[CH2:25][CH2:24][CH2:23][NH:22][C@H:21]1[C:26]1[CH:31]=[CH:30][CH:29]=[CH:28][CH:27]=1)[CH3:18].[ClH:32]. The catalyst is CO. The product is [ClH:32].[ClH:32].[CH3:1][O:2][C:3]1[CH:11]=[C:10]2[C:6]([C:7]([CH3:16])([C:12]([F:13])([F:14])[F:15])[O:8][CH2:9]2)=[CH:5][C:4]=1[CH:17]([NH:19][C@H:20]1[CH2:25][CH2:24][CH2:23][NH:22][C@H:21]1[C:26]1[CH:31]=[CH:30][CH:29]=[CH:28][CH:27]=1)[CH3:18]. The yield is 0.360. (2) The reactants are [CH3:1][NH:2][CH3:3].[CH2:4]([O:6][C:7]([C:9]1[C:18]([Cl:19])=[CH:17][C:16]2[C:11](=[C:12]([CH:20]=O)[CH:13]=[CH:14][CH:15]=2)[CH:10]=1)=[O:8])[CH3:5].C([BH3-])#N.[Na+].C(O)(=O)C. The catalyst is C1COCC1.CO. The product is [CH2:4]([O:6][C:7]([C:9]1[C:18]([Cl:19])=[CH:17][C:16]2[C:11](=[C:12]([CH2:20][N:2]([CH3:3])[CH3:1])[CH:13]=[CH:14][CH:15]=2)[CH:10]=1)=[O:8])[CH3:5]. The yield is 0.340. (3) The reactants are [C:1]([Si:5]([CH3:24])([CH3:23])[O:6][C@H:7]1[C@H:11]2[O:12][CH2:13][C@@H:14](OS(C(F)(F)F)(=O)=O)[C@H:10]2[O:9][CH2:8]1)([CH3:4])([CH3:3])[CH3:2].[N-:25]=[N+:26]=[N-:27].[Na+]. The catalyst is CN(C)C=O. The product is [N:25]([C@@H:14]1[C@H:10]2[O:9][CH2:8][C@@H:7]([O:6][Si:5]([C:1]([CH3:4])([CH3:3])[CH3:2])([CH3:24])[CH3:23])[C@H:11]2[O:12][CH2:13]1)=[N+:26]=[N-:27]. The yield is 0.830. (4) The reactants are CNCCNC.[CH:7]([O:10][C:11]1[CH:16]=[CH:15][C:14](Br)=[CH:13][CH:12]=1)([CH3:9])[CH3:8].[O-]P([O-])([O-])=O.[K+].[K+].[K+].[CH2:26]([O:28][C:29]([C:31]1[NH:32][C:33]2[C:38]([CH:39]=1)=[CH:37][C:36]([OH:40])=[CH:35][CH:34]=2)=[O:30])[CH3:27].[C:41]1([CH3:47])[CH:46]=[CH:45][CH:44]=[CH:43][CH:42]=1. The catalyst is [Cu]I. The product is [CH2:26]([O:28][C:29]([C:31]1[N:32]([C:14]2[CH:15]=[CH:16][C:11]([O:10][CH:7]([CH3:9])[CH3:8])=[CH:12][CH:13]=2)[C:33]2[C:38]([CH:39]=1)=[CH:37][C:36]([O:40][CH2:47][C:41]1[CH:46]=[CH:45][CH:44]=[CH:43][CH:42]=1)=[CH:35][CH:34]=2)=[O:30])[CH3:27]. The yield is 0.750. (5) The catalyst is CCOC(C)=O.O. The yield is 0.740. The reactants are Cl[C:2]1[C:3]2[N:4]([CH:13]=[N:14][N:15]=2)[C:5]2[C:10]([N:11]=1)=[CH:9][CH:8]=[C:7]([Cl:12])[CH:6]=2.CC1(C)C(C)(C)OB([C:24]2[CH2:29][CH2:28][N:27]([C:30]([O:32][C:33]([CH3:36])([CH3:35])[CH3:34])=[O:31])[CH2:26][CH:25]=2)O1.C([O-])([O-])=O.[K+].[K+].O1CCOCC1. The product is [Cl:12][C:7]1[CH:6]=[C:5]2[C:10]([N:11]=[C:2]([C:24]3[CH2:29][CH2:28][N:27]([C:30]([O:32][C:33]([CH3:36])([CH3:35])[CH3:34])=[O:31])[CH2:26][CH:25]=3)[C:3]3[N:4]2[CH:13]=[N:14][N:15]=3)=[CH:9][CH:8]=1. (6) The reactants are [NH2:1][C:2]1[CH:7]=[CH:6][C:5]([OH:8])=[CH:4][CH:3]=1.[C:9]1(=O)[O:14][C:12](=[O:13])[CH:11]=[CH:10]1. The catalyst is C(O)(=O)C. The product is [OH:8][C:5]1[CH:6]=[CH:7][C:2]([N:1]2[C:12](=[O:13])[CH:11]=[CH:10][C:9]2=[O:14])=[CH:3][CH:4]=1. The yield is 0.330.